This data is from Catalyst prediction with 721,799 reactions and 888 catalyst types from USPTO. The task is: Predict which catalyst facilitates the given reaction. The catalyst class is: 59. Reactant: [CH3:1][O:2][C:3]1[CH:4]=[C:5]([CH:8]=[CH:9][C:10]=1O)[C:6]#[N:7].[CH3:12][CH2:13]N(C(C)C)C(C)C.S(OS(C(F)(F)F)(=O)=O)(C(F)(F)F)(=O)=O.C([Sn](CC)(CC)CC)C.[Li+].[Cl-]. Product: [CH3:1][O:2][C:3]1[CH:4]=[C:5]([CH:8]=[CH:9][C:10]=1[CH2:12][CH3:13])[C:6]#[N:7].